From a dataset of Full USPTO retrosynthesis dataset with 1.9M reactions from patents (1976-2016). Predict the reactants needed to synthesize the given product. (1) Given the product [CH3:9][CH2:10][O:11][Si:12]([C:15]([CH3:18])([CH3:17])[CH3:16])([CH3:14])[CH3:13].[NH:1]1[CH:5]=[CH:4][CH:3]=[C:2]1[CH:6]=[O:7], predict the reactants needed to synthesize it. The reactants are: [NH:1]1[CH:5]=[CH:4][CH:3]=[C:2]1[CH:6]=[O:7].Br[CH2:9][CH2:10][O:11][Si:12]([C:15]([CH3:18])([CH3:17])[CH3:16])([CH3:14])[CH3:13]. (2) Given the product [F:14][C:15]1[CH:16]=[CH:17][C:18]([N:21]([CH2:32][CH:33]([CH3:35])[CH3:34])[S:22]([C:25]2[CH:26]=[N:27][C:28]([O:11][CH:8]3[CH2:7][CH2:6][N:5]([S:2]([CH3:1])(=[O:4])=[O:3])[CH2:10][CH2:9]3)=[CH:29][CH:30]=2)(=[O:24])=[O:23])=[CH:19][CH:20]=1, predict the reactants needed to synthesize it. The reactants are: [CH3:1][S:2]([N:5]1[CH2:10][CH2:9][CH:8]([OH:11])[CH2:7][CH2:6]1)(=[O:4])=[O:3].[H-].[Na+].[F:14][C:15]1[CH:20]=[CH:19][C:18]([N:21]([CH2:32][CH:33]([CH3:35])[CH3:34])[S:22]([C:25]2[C:26](Cl)=[N:27][CH:28]=[CH:29][CH:30]=2)(=[O:24])=[O:23])=[CH:17][CH:16]=1.C([O-])(O)=O.[Na+].